This data is from NCI-60 drug combinations with 297,098 pairs across 59 cell lines. The task is: Regression. Given two drug SMILES strings and cell line genomic features, predict the synergy score measuring deviation from expected non-interaction effect. (1) Drug 1: CS(=O)(=O)CCNCC1=CC=C(O1)C2=CC3=C(C=C2)N=CN=C3NC4=CC(=C(C=C4)OCC5=CC(=CC=C5)F)Cl. Drug 2: CC1C(C(CC(O1)OC2CC(CC3=C2C(=C4C(=C3O)C(=O)C5=CC=CC=C5C4=O)O)(C(=O)C)O)N)O. Cell line: OVCAR-8. Synergy scores: CSS=45.1, Synergy_ZIP=4.67, Synergy_Bliss=8.15, Synergy_Loewe=-4.84, Synergy_HSA=8.42. (2) Drug 1: C1=NC2=C(N=C(N=C2N1C3C(C(C(O3)CO)O)O)F)N. Drug 2: C(=O)(N)NO. Cell line: MALME-3M. Synergy scores: CSS=6.97, Synergy_ZIP=-3.15, Synergy_Bliss=-2.80, Synergy_Loewe=-4.43, Synergy_HSA=-2.69. (3) Drug 1: C1=NC2=C(N1)C(=S)N=CN2. Drug 2: C1C(C(OC1N2C=NC3=C2NC=NCC3O)CO)O. Cell line: A498. Synergy scores: CSS=10.7, Synergy_ZIP=-2.34, Synergy_Bliss=0.417, Synergy_Loewe=-4.09, Synergy_HSA=-1.40.